Dataset: Peptide-MHC class I binding affinity with 185,985 pairs from IEDB/IMGT. Task: Regression. Given a peptide amino acid sequence and an MHC pseudo amino acid sequence, predict their binding affinity value. This is MHC class I binding data. (1) The peptide sequence is FIHFFTWGT. The MHC is HLA-A02:02 with pseudo-sequence HLA-A02:02. The binding affinity (normalized) is 0.857. (2) The peptide sequence is LSSKNNEHY. The MHC is HLA-B46:01 with pseudo-sequence HLA-B46:01. The binding affinity (normalized) is 0.0847. (3) The peptide sequence is PSLYSILSPFL. The MHC is Patr-B0101 with pseudo-sequence Patr-B0101. The binding affinity (normalized) is 0.167. (4) The peptide sequence is LLFFLALSI. The MHC is HLA-A32:01 with pseudo-sequence HLA-A32:01. The binding affinity (normalized) is 0.426.